This data is from Peptide-MHC class II binding affinity with 134,281 pairs from IEDB. The task is: Regression. Given a peptide amino acid sequence and an MHC pseudo amino acid sequence, predict their binding affinity value. This is MHC class II binding data. The peptide sequence is ILQITQYLDFLLL. The MHC is HLA-DPA10301-DPB10402 with pseudo-sequence HLA-DPA10301-DPB10402. The binding affinity (normalized) is 0.451.